From a dataset of Reaction yield outcomes from USPTO patents with 853,638 reactions. Predict the reaction yield, written as a fraction of the theoretical maximum amount of product (1.0 means a 100% yield; for example, 0.34 means a 34% yield). (1) The reactants are [CH3:1][N:2]1[C:6]2=[N:7][CH:8]=[CH:9][CH:10]=[C:5]2[CH:4]=[CH:3]1.CC([O-])(C)C.[K+].[SiH:17]([CH2:22][CH3:23])([CH2:20][CH3:21])[CH2:18][CH3:19]. The catalyst is O1CCCC1. The product is [CH3:1][N:2]1[C:6]2=[N:7][CH:8]=[CH:9][CH:10]=[C:5]2[CH:4]=[C:3]1[Si:17]([CH2:22][CH3:23])([CH2:20][CH3:21])[CH2:18][CH3:19]. The yield is 0.730. (2) The reactants are [C:1]([O:5][C:6]([N:8]1[CH2:13][CH2:12][N:11]([C:14]2[N:19]=[CH:18][C:17]([C:20]([OH:22])=O)=[CH:16][N:15]=2)[CH2:10][CH2:9]1)=[O:7])([CH3:4])([CH3:3])[CH3:2].C(N=C=NCCCN(C)C)C.OC1C2N=NNC=2C=CC=1.C(N(CC)CC)C.[CH3:51][NH:52][O:53][CH3:54]. The catalyst is ClCCl. The product is [CH3:54][O:53][N:52]([CH3:51])[C:20]([C:17]1[CH:16]=[N:15][C:14]([N:11]2[CH2:10][CH2:9][N:8]([C:6]([O:5][C:1]([CH3:4])([CH3:2])[CH3:3])=[O:7])[CH2:13][CH2:12]2)=[N:19][CH:18]=1)=[O:22]. The yield is 0.670. (3) The reactants are C[Al](C)C.[CH3:5][CH:6]([CH3:10])[CH2:7][CH2:8][NH2:9].[C:11]([O:15][C:16]([N:18]([CH3:47])[CH2:19][CH2:20][N:21]([CH2:23][C:24]1[C:25]([CH:35]2[CH2:40][C@H:39](C(OC)=O)[C:38]([CH3:46])([CH3:45])[CH2:37][CH2:36]2)=[N:26][N:27]([CH:29]2[CH2:34][CH2:33][CH2:32][CH2:31][O:30]2)[CH:28]=1)[CH3:22])=[O:17])([CH3:14])([CH3:13])[CH3:12].[CH3:48][OH:49]. The yield is 0.720. The catalyst is C1(C)C=CC=CC=1. The product is [CH3:46][C:38]1([CH3:45])[CH2:37][CH2:36][CH:35]([C:25]2[C:24]([CH2:23][N:21]([CH3:22])[CH2:20][CH2:19][N:18]([CH3:47])[C:16](=[O:17])[O:15][C:11]([CH3:14])([CH3:12])[CH3:13])=[CH:28][N:27]([CH:29]3[CH2:34][CH2:33][CH2:32][CH2:31][O:30]3)[N:26]=2)[CH2:40][C@@H:39]1[C:48](=[O:49])[NH:9][CH2:8][CH2:7][CH:6]([CH3:10])[CH3:5]. (4) The catalyst is C1COCC1. The reactants are [H-].C([Al+]CC(C)C)C(C)C.C([O:13][C:14](=O)/[CH:15]=[CH:16]/[C:17]#[C:18][C:19]1[CH:24]=[CH:23][CH:22]=[CH:21][CH:20]=1)C. The product is [C:19]1([C:18]#[C:17]/[CH:16]=[CH:15]/[CH2:14][OH:13])[CH:24]=[CH:23][CH:22]=[CH:21][CH:20]=1. The yield is 1.00. (5) The reactants are [NH2:1][C:2]1[N:10]=[CH:9][N:8]=[C:7]2[C:3]=1[N:4]=[CH:5][N:6]2[C@H:11]1[C@@H:15]2[O:16]C(C)(C)[O:18][C@@H:14]2[C@@H:13]([CH2:21][N:22]([CH3:38])[CH2:23][CH2:24][CH2:25][NH:26][C:27]([NH:29][C:30]2[CH:35]=[CH:34][CH:33]=[C:32]([CH2:36][CH3:37])[CH:31]=2)=[O:28])[O:12]1.C([O-])([O-])=O.[K+].[K+].O. The catalyst is C(O)(C(F)(F)F)=O. The product is [NH2:1][C:2]1[N:10]=[CH:9][N:8]=[C:7]2[C:3]=1[N:4]=[CH:5][N:6]2[C@@H:11]1[O:12][C@H:13]([CH2:21][N:22]([CH3:38])[CH2:23][CH2:24][CH2:25][NH:26][C:27]([NH:29][C:30]2[CH:35]=[CH:34][CH:33]=[C:32]([CH2:36][CH3:37])[CH:31]=2)=[O:28])[C@@H:14]([OH:18])[C@H:15]1[OH:16]. The yield is 0.800. (6) The reactants are C(N(CC)CC)C.[Br:8][C:9]1[C:10](Cl)=[N:11][C:12]([Cl:15])=[N:13][CH:14]=1.[CH3:17][O:18][CH2:19][C:20]([NH2:23])([CH3:22])[CH3:21].N1C=CC=NC=1. The catalyst is C(#N)C. The product is [Br:8][C:9]1[C:10]([NH:23][C:20]([CH3:22])([CH3:21])[CH2:19][O:18][CH3:17])=[N:11][C:12]([Cl:15])=[N:13][CH:14]=1. The yield is 0.230.